This data is from Forward reaction prediction with 1.9M reactions from USPTO patents (1976-2016). The task is: Predict the product of the given reaction. (1) Given the reactants C([O:3][C:4](=[O:35])[CH:5]([N:7]1[C:15]2[C:10](=[CH:11][CH:12]=[C:13]([O:16][CH2:17][C:18]3[N:19]([CH3:34])[N:20]=[C:21]([C:23]4[CH:28]=[CH:27][C:26]([O:29][C:30]([F:33])([F:32])[F:31])=[CH:25][CH:24]=4)[CH:22]=3)[CH:14]=2)[CH:9]=[CH:8]1)[CH3:6])C.[Li+].[OH-], predict the reaction product. The product is: [CH3:34][N:19]1[C:18]([CH2:17][O:16][C:13]2[CH:14]=[C:15]3[C:10]([CH:9]=[CH:8][N:7]3[CH:5]([CH3:6])[C:4]([OH:35])=[O:3])=[CH:11][CH:12]=2)=[CH:22][C:21]([C:23]2[CH:28]=[CH:27][C:26]([O:29][C:30]([F:32])([F:33])[F:31])=[CH:25][CH:24]=2)=[N:20]1. (2) Given the reactants [Br:1][C:2]1[O:6][C:5]([C:7]([OH:9])=[O:8])=[CH:4][CH:3]=1.S(Cl)(Cl)=O.[CH3:14]O, predict the reaction product. The product is: [Br:1][C:2]1[O:6][C:5]([C:7]([O:9][CH3:14])=[O:8])=[CH:4][CH:3]=1. (3) The product is: [F:26][C:16]1[C:17]([NH:19][C:20]2[CH:24]=[C:23]([CH3:25])[NH:22][N:21]=2)=[N:18][C:13]([NH:11][C@H:9]([C:6]2[N:7]=[CH:8][C:3]([F:2])=[CH:4][N:5]=2)[CH3:10])=[N:14][CH:15]=1. Given the reactants Cl.[F:2][C:3]1[CH:4]=[N:5][C:6]([C@@H:9]([NH2:11])[CH3:10])=[N:7][CH:8]=1.Cl[C:13]1[N:18]=[C:17]([NH:19][C:20]2[CH:24]=[C:23]([CH3:25])[NH:22][N:21]=2)[C:16]([F:26])=[CH:15][N:14]=1.CCN(C(C)C)C(C)C, predict the reaction product. (4) The product is: [CH2:40]([NH:42][C:43](=[O:60])[C:44]1[CH:49]=[CH:48][C:47]([CH3:50])=[C:46]([C:9]2[CH:8]=[C:7]3[C:3]([C:4]([C:13]4[CH:14]=[N:15][C:16]([O:19][CH3:20])=[CH:17][CH:18]=4)=[N:5][NH:6]3)=[CH:2][C:10]=2[F:11])[CH:45]=1)[CH3:41]. Given the reactants Br[C:2]1[C:10]([F:11])=[CH:9][C:8](Br)=[C:7]2[C:3]=1[C:4]([C:13]1[CH:14]=[N:15][C:16]([O:19][CH3:20])=[CH:17][CH:18]=1)=[N:5][NH:6]2.BrC1C=C2C(C(C3C=NC(OC)=CC=3)=NN2)=CC=1F.[CH2:40]([NH:42][C:43](=[O:60])[C:44]1[CH:49]=[CH:48][C:47]([CH3:50])=[C:46](B2OC(C)(C)C(C)(C)O2)[CH:45]=1)[CH3:41].C(=O)(O)[O-].[Na+], predict the reaction product. (5) Given the reactants [CH3:1][C:2]1[C:7]([CH3:8])=[CH:6][CH:5]=[CH:4][C:3]=1[OH:9].[CH2:10]([O:12][C:13](=[O:18])[CH2:14][CH2:15][CH2:16]Br)[CH3:11].[H-].[Li+].O, predict the reaction product. The product is: [CH2:10]([O:12][C:13](=[O:18])[CH2:14][CH2:15][CH2:16][O:9][C:3]1[CH:4]=[CH:5][CH:6]=[C:7]([CH3:8])[C:2]=1[CH3:1])[CH3:11]. (6) Given the reactants Cl[C:2]1[C:11]2[C:6](=[CH:7][CH:8]=[CH:9][N:10]=2)[N:5]=[C:4]([C:12]2[CH:17]=[CH:16][CH:15]=[C:14]([F:18])[CH:13]=2)[C:3]=1[C:19](OCC)=[O:20].CC(C[AlH]CC(C)C)C.[H-].[Al+3].[Li+].[H-].[H-].[H-], predict the reaction product. The product is: [F:18][C:14]1[CH:13]=[C:12]([C:4]2[C:3]([CH2:19][OH:20])=[CH:2][C:11]3[C:6](=[CH:7][CH:8]=[CH:9][N:10]=3)[N:5]=2)[CH:17]=[CH:16][CH:15]=1. (7) Given the reactants [C:1]([CH2:3][NH:4][C:5](=[O:34])[C@@H:6]([O:11][C@H:12]([C:28]1[CH:33]=[CH:32][CH:31]=[CH:30][CH:29]=1)[C:13]1[CH:18]=[CH:17][C:16](B2OC(C)(C)C(C)(C)O2)=[CH:15][CH:14]=1)[CH2:7][CH:8]([CH3:10])[CH3:9])#[N:2].Br[C:36]1[CH:41]=[CH:40][C:39]([C:42]2[CH:47]=[CH:46][N:45]=[CH:44][CH:43]=2)=[CH:38][CH:37]=1.C([O-])([O-])=O.[K+].[K+].C([O-])(O)=O.[Na+], predict the reaction product. The product is: [C:1]([CH2:3][NH:4][C:5](=[O:34])[C@@H:6]([O:11][C@H:12]([C:28]1[CH:29]=[CH:30][CH:31]=[CH:32][CH:33]=1)[C:13]1[CH:14]=[CH:15][C:16]([C:36]2[CH:41]=[CH:40][C:39]([C:42]3[CH:47]=[CH:46][N:45]=[CH:44][CH:43]=3)=[CH:38][CH:37]=2)=[CH:17][CH:18]=1)[CH2:7][CH:8]([CH3:10])[CH3:9])#[N:2]. (8) Given the reactants C(O)C.CC(C)=O.CCOCC.[NH2:13][C@H:14]([C:22]([OH:24])=[O:23])[CH2:15][CH2:16][CH2:17][NH:18][C:19](=[NH:21])[NH2:20].[CH3:25][CH2:26][CH2:27][C@H:28]([NH:34][C@H:35]([C:37]([N:39]1[C@H:47]([C:48]([OH:50])=[O:49])[CH2:46][C@H:45]2[C@@H:40]1[CH2:41][CH2:42][CH2:43][CH2:44]2)=[O:38])[CH3:36])[C:29]([O:31][CH2:32][CH3:33])=[O:30], predict the reaction product. The product is: [CH3:25][CH2:26][CH2:27][C@H:28]([NH:34][C@H:35]([C:37]([N:39]1[C@H:47]([C:48]([OH:50])=[O:49])[CH2:46][C@H:45]2[C@@H:40]1[CH2:41][CH2:42][CH2:43][CH2:44]2)=[O:38])[CH3:36])[C:29]([O:31][CH2:32][CH3:33])=[O:30].[NH2:13][C@H:14]([C:22]([OH:24])=[O:23])[CH2:15][CH2:16][CH2:17][NH:18][C:19](=[NH:20])[NH2:21]. (9) The product is: [F:25][C:26]1[C:31]([C:32]([F:34])([F:35])[F:33])=[CH:30][CH:29]=[CH:28][C:27]=1[CH2:36][C:37]([NH:1][C:2]1[CH:11]=[CH:10][CH:9]=[C:8]2[C:3]=1[CH:4]=[CH:5][N:6]([C:13]1[CH:14]=[N:15][CH:16]=[CH:17][C:18]=1[CH3:19])[C:7]2=[O:12])=[O:38]. Given the reactants [NH2:1][C:2]1[CH:11]=[CH:10][CH:9]=[C:8]2[C:3]=1[CH:4]=[CH:5][N:6]([C:13]1[CH:14]=[N:15][CH:16]=[CH:17][C:18]=1[CH3:19])[C:7]2=[O:12].CN(C)C=O.[F:25][C:26]1[C:31]([C:32]([F:35])([F:34])[F:33])=[CH:30][CH:29]=[CH:28][C:27]=1[CH2:36][C:37](O)=[O:38].F[P-](F)(F)(F)(F)F.C[N+](C)=C(N(C)C)ON1C2N=CC=CC=2N=N1.C(N(CC)C(C)C)(C)C, predict the reaction product. (10) Given the reactants C[O:2][C:3]1[N:12]=[CH:11][CH:10]=[C:9]2[C:4]=1[CH:5]=[C:6]([C:21]1[CH:26]=[CH:25][CH:24]=[CH:23][CH:22]=1)[C:7]([C:13]1[CH:20]=[CH:19][C:16]([C:17]#[N:18])=[CH:15][CH:14]=1)=[N:8]2.[CH2:27]([Mg]Br)[CH3:28].B(F)(F)F.CCOCC.[ClH:40], predict the reaction product. The product is: [Cl-:40].[O:2]=[C:3]1[NH:12][CH:11]=[CH:10][C:9]2[N:8]=[C:7]([C:13]3[CH:14]=[CH:15][C:16]([C:17]4([NH3+:18])[CH2:28][CH2:27]4)=[CH:19][CH:20]=3)[C:6]([C:21]3[CH:22]=[CH:23][CH:24]=[CH:25][CH:26]=3)=[CH:5][C:4]1=2.